From a dataset of Forward reaction prediction with 1.9M reactions from USPTO patents (1976-2016). Predict the product of the given reaction. (1) Given the reactants [ClH:1].C(N(CC)CCNC(C1C=CC2C(=CC=C(I)C=2)C=1)=O)C.[CH2:23]([N:25]([CH2:47][CH3:48])[CH2:26][CH2:27][NH:28][C:29]([C:31]1[C:44]2[NH:43][C:42]3[C:37](=[CH:38][C:39]([I:45])=[CH:40][CH:41]=3)[C:36](=[O:46])[C:35]=2[CH:34]=[CH:33][CH:32]=1)=[O:30])[CH3:24].[K+].[Br-], predict the reaction product. The product is: [ClH:1].[CH2:47]([N:25]([CH2:23][CH3:24])[CH2:26][CH2:27][NH:28][C:29]([C:31]1[C:44]2[NH:43][C:42]3[C:37](=[CH:38][C:39]([I:45])=[CH:40][CH:41]=3)[C:36](=[O:46])[C:35]=2[CH:34]=[CH:33][CH:32]=1)=[O:30])[CH3:48]. (2) Given the reactants [F:1][C:2]([F:27])([F:26])[C:3]1[CH:25]=[CH:24][C:6]([C:7]([NH:9][C:10](=S)[NH:11][CH2:12][C:13]2[CH:18]=[CH:17][CH:16]=[CH:15][C:14]=2[C:19]([F:22])([F:21])[F:20])=[O:8])=[CH:5][CH:4]=1.[NH2:28][C:29]1[CH:34]=[CH:33][CH:32]=[C:31]([NH2:35])[N:30]=1, predict the reaction product. The product is: [NH2:28][C:29]1[N:30]=[C:31]([NH:35]/[C:10](/[NH:11][CH2:12][C:13]2[CH:18]=[CH:17][CH:16]=[CH:15][C:14]=2[C:19]([F:22])([F:21])[F:20])=[N:9]\[C:7](=[O:8])[C:6]2[CH:24]=[CH:25][C:3]([C:2]([F:27])([F:26])[F:1])=[CH:4][CH:5]=2)[CH:32]=[CH:33][CH:34]=1. (3) The product is: [F:33][C:27]1[CH:28]=[C:29]([F:32])[CH:30]=[CH:31][C:26]=1[N:13]1[C:14](=[O:25])[C:15]2[C@@H:16]3[C:21]([CH3:22])([CH3:23])[C@@:19]([CH3:24])([CH2:18][CH2:17]3)[C:20]=2[N:12]1[CH2:11][CH2:10][OH:9]. Given the reactants [H-].[Al+3].[Li+].[H-].[H-].[H-].C([O:9][C:10](=O)[CH2:11][N:12]1[C:20]2[C@@:19]3([CH3:24])[C:21]([CH3:23])([CH3:22])[C@H:16]([CH2:17][CH2:18]3)[C:15]=2[C:14](=[O:25])[N:13]1[C:26]1[CH:31]=[CH:30][C:29]([F:32])=[CH:28][C:27]=1[F:33])C.O.[OH-].[Na+], predict the reaction product.